From a dataset of Reaction yield outcomes from USPTO patents with 853,638 reactions. Predict the reaction yield, written as a fraction of the theoretical maximum amount of product (1.0 means a 100% yield; for example, 0.34 means a 34% yield). (1) The reactants are Cl.[N:2]1([C:9]2[CH:19]=[CH:18][C:12]([C:13]([O:15][CH2:16][CH3:17])=[O:14])=[CH:11][CH:10]=2)[CH2:8][CH2:7][CH2:6][NH:5][CH2:4][CH2:3]1.[CH:20]1[C:29]2[C:24](=[CH:25][CH:26]=[CH:27][CH:28]=2)[CH:23]=[CH:22][C:21]=1[S:30](Cl)(=[O:32])=[O:31].C([O-])(O)=O.[Na+]. The catalyst is C(Cl)Cl. The product is [CH:20]1[C:29]2[C:24](=[CH:25][CH:26]=[CH:27][CH:28]=2)[CH:23]=[CH:22][C:21]=1[S:30]([N:5]1[CH2:6][CH2:7][CH2:8][N:2]([C:9]2[CH:19]=[CH:18][C:12]([C:13]([O:15][CH2:16][CH3:17])=[O:14])=[CH:11][CH:10]=2)[CH2:3][CH2:4]1)(=[O:31])=[O:32]. The yield is 1.00. (2) The reactants are Cl[C:2]1[CH:7]=[C:6]([NH:8][C:9]2[CH:17]=[CH:16][CH:15]=[CH:14][C:10]=2[C:11]([OH:13])=[O:12])[C:5]([Cl:18])=[CH:4][N:3]=1.[CH3:19][N:20]1[C:24]([NH2:25])=[CH:23][C:22]([CH3:26])=[N:21]1.C1(P(C2C=CC=CC=2)C2C=CC3C(=CC=CC=3)C=2C2C3C(=CC=CC=3)C=CC=2P(C2C=CC=CC=2)C2C=CC=CC=2)C=CC=CC=1.CC(C)([O-])C.[Na+]. The catalyst is O1CCOCC1.C1C=CC(/C=C/C(/C=C/C2C=CC=CC=2)=O)=CC=1.C1C=CC(/C=C/C(/C=C/C2C=CC=CC=2)=O)=CC=1.C1C=CC(/C=C/C(/C=C/C2C=CC=CC=2)=O)=CC=1.[Pd].[Pd]. The product is [Cl:18][C:5]1[C:6]([NH:8][C:9]2[CH:17]=[CH:16][CH:15]=[CH:14][C:10]=2[C:11]([OH:13])=[O:12])=[CH:7][C:2]([NH:25][C:24]2[N:20]([CH3:19])[N:21]=[C:22]([CH3:26])[CH:23]=2)=[N:3][CH:4]=1. The yield is 0.210. (3) The reactants are [Cl:1][C:2]1[CH:8]=[CH:7][CH:6]=[CH:5][C:3]=1[NH2:4].I[CH2:10][C:11](=[O:13])[CH3:12].C(=O)([O-])[O-].[K+].[K+].O. The catalyst is CN(C=O)C. The product is [Cl:1][C:2]1[CH:8]=[CH:7][CH:6]=[CH:5][C:3]=1[NH:4][CH2:10][C:11](=[O:13])[CH3:12]. The yield is 0.700. (4) The reactants are [C:1]1([S:7]([N:10]2[C:14]3[N:15]=[CH:16][N:17]=[C:18](Cl)[C:13]=3[C:12]([Br:20])=[CH:11]2)(=[O:9])=[O:8])[CH:6]=[CH:5][CH:4]=[CH:3][CH:2]=1.[NH:21]1[CH2:26][CH2:25][CH2:24][CH2:23][CH2:22]1. The catalyst is C(O)(C)(C)C. The product is [C:1]1([S:7]([N:10]2[C:14]3[N:15]=[CH:16][N:17]=[C:18]([N:21]4[CH2:26][CH2:25][CH2:24][CH2:23][CH2:22]4)[C:13]=3[C:12]([Br:20])=[CH:11]2)(=[O:9])=[O:8])[CH:6]=[CH:5][CH:4]=[CH:3][CH:2]=1. The yield is 0.970. (5) The reactants are [C:1]([C:4]1[S:8][C:7]([N:9]2[CH2:13][CH2:12][N:11]([CH2:14][CH:15]3[CH2:17][C:16]3([F:19])[F:18])[C:10]2=[O:20])=[N:6][C:5]=1[CH3:21])(=O)[CH3:2].O.[NH2:23]N.O.C[N:27]([CH3:30])C=O. No catalyst specified. The product is [F:18][C:16]1([F:19])[CH2:17][CH:15]1[CH2:14][N:11]1[CH2:12][CH2:13][N:9]([C:7]2[S:8][C:4]([C:1]3[CH:2]=[CH:30][NH:27][N:23]=3)=[C:5]([CH3:21])[N:6]=2)[C:10]1=[O:20]. The yield is 0.900. (6) The reactants are [Br:1][C:2]1[CH:7]=[CH:6][C:5]([CH:8]([OH:12])[CH2:9][CH2:10]Cl)=[CH:4][CH:3]=1.[NH:13]1[CH:17]=[CH:16][N:15]=[CH:14]1. The catalyst is CN(C)C=O. The product is [Br:1][C:2]1[CH:7]=[CH:6][C:5]([CH:8]([OH:12])[CH2:9][CH2:10][N:13]2[CH:17]=[CH:16][N:15]=[CH:14]2)=[CH:4][CH:3]=1. The yield is 0.440. (7) The reactants are Br[C:2]1[C:3]([O:11][CH3:12])=[C:4]([C:7]([O:9][CH3:10])=[O:8])[S:5][CH:6]=1.CC1(C)COB([C:20]2[N:24]([CH3:25])[N:23]=[CH:22][CH:21]=2)OC1.C([O-])([O-])=O.[K+].[K+]. The catalyst is O1CCOCC1.O.C1C=CC([P]([Pd]([P](C2C=CC=CC=2)(C2C=CC=CC=2)C2C=CC=CC=2)([P](C2C=CC=CC=2)(C2C=CC=CC=2)C2C=CC=CC=2)[P](C2C=CC=CC=2)(C2C=CC=CC=2)C2C=CC=CC=2)(C2C=CC=CC=2)C2C=CC=CC=2)=CC=1. The product is [CH3:12][O:11][C:3]1[C:2]([C:20]2[N:24]([CH3:25])[N:23]=[CH:22][CH:21]=2)=[CH:6][S:5][C:4]=1[C:7]([O:9][CH3:10])=[O:8]. The yield is 0.860.